From a dataset of Full USPTO retrosynthesis dataset with 1.9M reactions from patents (1976-2016). Predict the reactants needed to synthesize the given product. (1) Given the product [Cl:7][C:5]1[N:6]=[CH:2][S:3][C:4]=1[CH:8]1[O:12][CH2:11][CH2:10][O:9]1, predict the reactants needed to synthesize it. The reactants are: Cl[C:2]1[S:3][C:4]([CH:8]2[O:12][CH2:11][CH2:10][O:9]2)=[C:5]([Cl:7])[N:6]=1.C([Li])CCC. (2) Given the product [Cl:28][C:23]1[CH:22]=[C:21]([C:19]2[N:1]=[C:2]([C:3]([N:6]3[CH:10]=[C:9]([C:11]([O:13][CH2:14][CH3:15])=[O:12])[CH:8]=[N:7]3)([CH3:5])[CH3:4])[S:16][CH:18]=2)[CH:26]=[CH:25][C:24]=1[Cl:27], predict the reactants needed to synthesize it. The reactants are: [NH2:1][C:2](=[S:16])[C:3]([N:6]1[CH:10]=[C:9]([C:11]([O:13][CH2:14][CH3:15])=[O:12])[CH:8]=[N:7]1)([CH3:5])[CH3:4].Br[CH2:18][C:19]([C:21]1[CH:26]=[CH:25][C:24]([Cl:27])=[C:23]([Cl:28])[CH:22]=1)=O. (3) Given the product [NH2:22][C:19]1[CH:20]=[CH:21][C:16]([C:13]2[CH:12]=[C:11]([C:9]([NH:8][CH:3]([CH:2]([CH3:25])[CH3:1])[C:4]([O:6][CH3:7])=[O:5])=[O:10])[O:15][N:14]=2)=[CH:17][CH:18]=1, predict the reactants needed to synthesize it. The reactants are: [CH3:1][CH:2]([CH3:25])[CH:3]([NH:8][C:9]([C:11]1[O:15][N:14]=[C:13]([C:16]2[CH:21]=[CH:20][C:19]([N+:22]([O-])=O)=[CH:18][CH:17]=2)[CH:12]=1)=[O:10])[C:4]([O:6][CH3:7])=[O:5].C1COCC1.[Cl-].[NH4+]. (4) Given the product [NH2:19][C:18]1[N:11]([C:8]2[CH:9]=[CH:10][C:5]([C:4]([O:3][CH2:1][CH3:2])=[O:13])=[CH:6][CH:7]=2)[N:12]=[C:16]([CH:15]([CH3:21])[CH3:14])[CH:17]=1, predict the reactants needed to synthesize it. The reactants are: [CH2:1]([O:3][C:4](=[O:13])[C:5]1[CH:10]=[CH:9][C:8]([NH:11][NH2:12])=[CH:7][CH:6]=1)[CH3:2].[CH3:14][CH:15]([CH3:21])[C:16](=O)[CH2:17][C:18]#[N:19].Cl. (5) Given the product [CH2:1]([O:3][C:4]([C:6]1[N:7]=[CH:8][S:9][C:10]=1[C:12]#[CH:13])=[O:5])[CH3:2], predict the reactants needed to synthesize it. The reactants are: [CH2:1]([O:3][C:4]([C:6]1[N:7]=[CH:8][S:9][C:10]=1I)=[O:5])[CH3:2].[CH2:12]([Sn](CCCC)(CCCC)C#C)[CH2:13]CC.O1C=CC=C1P(C1OC=CC=1)C1OC=CC=1.C(OCC)(=O)C. (6) Given the product [Cl:5][C:6]1[CH:11]=[CH:10][C:9]([O:12][CH2:2][C:3]#[N:4])=[C:8]([CH:13]2[O:14][CH2:15][CH2:16][O:17]2)[CH:7]=1, predict the reactants needed to synthesize it. The reactants are: Cl[CH2:2][C:3]#[N:4].[Cl:5][C:6]1[CH:11]=[CH:10][C:9]([OH:12])=[C:8]([CH:13]2[O:17][CH2:16][CH2:15][O:14]2)[CH:7]=1.C([O-])([O-])=O.[K+].[K+].O. (7) Given the product [CH:1]1([CH2:7][CH2:8][CH2:9][C@@H:10]([C:15]2[O:19][N:18]=[C:17]([C:20]([NH:40][CH2:39][C:38]([OH:37])=[O:41])=[O:22])[N:16]=2)[CH2:11][C:12]([NH:60][OH:59])=[O:14])[CH2:2][CH2:3][CH2:4][CH2:5][CH2:6]1, predict the reactants needed to synthesize it. The reactants are: [CH:1]1([CH2:7][CH2:8][CH2:9][C@@H:10]([C:15]2[O:19][N:18]=[C:17]([C:20]([O:22]CC)=O)[N:16]=2)[CH2:11][C:12]([OH:14])=O)[CH2:6][CH2:5][CH2:4][CH2:3][CH2:2]1.C(N(CC)CC)C.Cl.C([O:37][C:38](=[O:41])[CH2:39][NH2:40])(C)(C)C.CN1CCOCC1.ClC(OCC(C)C)=O.C[Si](C)(C)[O:59][NH2:60]. (8) Given the product [F:14][C:11]1[CH:12]=[CH:13][C:8]([C:6]2[CH:5]=[CH:4][N:3]=[C:2]([NH:17][C:18]3[CH:19]=[C:20]([CH2:24][S:25]([NH2:28])(=[O:26])=[O:27])[CH:21]=[CH:22][CH:23]=3)[CH:7]=2)=[C:9]([O:15][CH3:16])[CH:10]=1, predict the reactants needed to synthesize it. The reactants are: Cl[C:2]1[CH:7]=[C:6]([C:8]2[CH:13]=[CH:12][C:11]([F:14])=[CH:10][C:9]=2[O:15][CH3:16])[CH:5]=[CH:4][N:3]=1.[NH2:17][C:18]1[CH:19]=[C:20]([CH2:24][S:25]([NH2:28])(=[O:27])=[O:26])[CH:21]=[CH:22][CH:23]=1.O(C(C)(C)C)[Na].CC1(C)C2C=CC=C(P(C3C=CC=CC=3)C3C=CC=CC=3)C=2OC2C1=CC=CC=2P(C1C=CC=CC=1)C1C=CC=CC=1. (9) Given the product [Cl:1][C:2]1[N:7]=[CH:6][C:5]([CH2:8][NH:9][C:25]([NH:7][C:2]2[C:23]3[NH:22][C:14](=[O:20])[NH:9][C:8]=3[CH:5]=[CH:4][CH:3]=2)=[O:26])=[CH:4][CH:3]=1, predict the reactants needed to synthesize it. The reactants are: [Cl:1][C:2]1[N:7]=[CH:6][C:5]([CH2:8][NH2:9])=[CH:4][CH:3]=1.ClC(Cl)(O[C:14](=[O:20])OC(Cl)(Cl)Cl)Cl.[N-:22]=[C:23]=O.[CH3:25][OH:26].